This data is from Drug-target binding data from BindingDB using IC50 measurements. The task is: Regression. Given a target protein amino acid sequence and a drug SMILES string, predict the binding affinity score between them. We predict pIC50 (pIC50 = -log10(IC50 in M); higher means more potent). Dataset: bindingdb_ic50. The drug is COC(=O)c1c(C)c(=O)[nH]c2ccccc12. The pIC50 is 5.8. The target protein sequence is SNMGTKNIGKGLTFEDILLVPNYSEVLPREVSLETKLTKNVSLKIPLISSAMDTVTEHLMAVGMARLGGIGIIHKNMDMESQVNEVLKVKNWISNLEKNESTPDQNLDKESTDGKDTKSNNNIDAYSNENLDNKGRLRVGAAIGVNEIERAKLLVEAGVDVIVLDSAHGHSLNIIRTLKEIKSKMNIDVIVGNVVTEEATKELIENGADGIKVGIGPGSICTTRIVAGVGVPQITAIEKCSSVASKFGIPIIADGGIRYSGDIGKALAVGASSVMIGSILAGTEESPGEKELIGDTVYKYYRGMGSVGAMKSGSGDRYFQEKRPENKMVPEGIEGRVKYKGEMEGVVYQLVGGLRSCMGYLGSASIEELWKKSSYVEITTSGLRESHVHDVEIVKEVMNYSK.